From a dataset of NCI-60 drug combinations with 297,098 pairs across 59 cell lines. Regression. Given two drug SMILES strings and cell line genomic features, predict the synergy score measuring deviation from expected non-interaction effect. Drug 1: CC1C(C(CC(O1)OC2CC(CC3=C2C(=C4C(=C3O)C(=O)C5=C(C4=O)C(=CC=C5)OC)O)(C(=O)C)O)N)O.Cl. Drug 2: CS(=O)(=O)CCNCC1=CC=C(O1)C2=CC3=C(C=C2)N=CN=C3NC4=CC(=C(C=C4)OCC5=CC(=CC=C5)F)Cl. Cell line: HOP-92. Synergy scores: CSS=26.1, Synergy_ZIP=-5.32, Synergy_Bliss=2.65, Synergy_Loewe=-4.96, Synergy_HSA=2.83.